Task: Predict the product of the given reaction.. Dataset: Forward reaction prediction with 1.9M reactions from USPTO patents (1976-2016) Given the reactants O[CH2:2][C:3]1[CH:12]=[CH:11][C:10]2[C:5](=[C:6]([C:13]3[C:22]4[C:17](=[CH:18][CH:19]=[CH:20][CH:21]=4)[CH:16]=[CH:15][CH:14]=3)[CH:7]=[CH:8][CH:9]=2)[N:4]=1.O=S(Cl)[Cl:25], predict the reaction product. The product is: [ClH:25].[Cl:25][CH2:2][C:3]1[CH:12]=[CH:11][C:10]2[C:5](=[C:6]([C:13]3[C:22]4[C:17](=[CH:18][CH:19]=[CH:20][CH:21]=4)[CH:16]=[CH:15][CH:14]=3)[CH:7]=[CH:8][CH:9]=2)[N:4]=1.